This data is from Peptide-MHC class I binding affinity with 185,985 pairs from IEDB/IMGT. The task is: Regression. Given a peptide amino acid sequence and an MHC pseudo amino acid sequence, predict their binding affinity value. This is MHC class I binding data. The peptide sequence is RPREATIIY. The MHC is HLA-B15:42 with pseudo-sequence HLA-B15:42. The binding affinity (normalized) is 0.213.